Dataset: Full USPTO retrosynthesis dataset with 1.9M reactions from patents (1976-2016). Task: Predict the reactants needed to synthesize the given product. Given the product [C:6]([C:5]1[CH:8]=[CH:9][C:2]([B:19]([OH:20])[OH:18])=[CH:3][CH:4]=1)#[N:7], predict the reactants needed to synthesize it. The reactants are: Br[C:2]1[CH:9]=[CH:8][C:5]([C:6]#[N:7])=[CH:4][CH:3]=1.C([Li])CCC.C([O:18][B:19](OC(C)C)[O:20]C(C)C)(C)C.Cl.